This data is from Forward reaction prediction with 1.9M reactions from USPTO patents (1976-2016). The task is: Predict the product of the given reaction. (1) Given the reactants [Cl:1][C:2]1[CH:11]=[CH:10][C:9]2[C:4](=[CH:5][CH:6]=[C:7]([OH:12])[CH:8]=2)[N:3]=1.[B-](F)(F)(F)[F:14].[B-](F)(F)(F)F.C1[N+]2(CCl)CC[N+](F)(CC2)C1, predict the reaction product. The product is: [Cl:1][C:2]1[CH:11]=[CH:10][C:9]2[C:4](=[CH:5][CH:6]=[C:7]([OH:12])[C:8]=2[F:14])[N:3]=1. (2) Given the reactants [Li]CCCC.[Cl:6][C:7]1[CH:8]=[C:9]([O:13][CH2:14][C:15]2[CH:20]=[CH:19][CH:18]=[CH:17][CH:16]=2)[CH:10]=[N:11][CH:12]=1.[CH:21](OC)=[O:22].C([O-])(O)=O.[Na+], predict the reaction product. The product is: [Cl:6][C:7]1[C:8]([CH:21]=[O:22])=[C:9]([O:13][CH2:14][C:15]2[CH:16]=[CH:17][CH:18]=[CH:19][CH:20]=2)[CH:10]=[N:11][CH:12]=1.